Dataset: Full USPTO retrosynthesis dataset with 1.9M reactions from patents (1976-2016). Task: Predict the reactants needed to synthesize the given product. (1) The reactants are: [OH:1][C:2]1[CH:3]=[CH:4][C:5]([CH:8]=[C:9]2[NH:14][C:13](=[O:15])[C:12](=[CH:16][CH2:17][C:18]3[CH:23]=[CH:22][CH:21]=[CH:20][CH:19]=3)[NH:11][C:10]2=[O:24])=[N:6][CH:7]=1.[C:25](Cl)(=[O:32])[C:26]1[CH:31]=[CH:30][CH:29]=[CH:28][CH:27]=1.C(Cl)(Cl)Cl. Given the product [C:25]([O:1][C:2]1[CH:3]=[CH:4][C:5]([CH:8]=[C:9]2[NH:14][C:13](=[O:15])[C:12](=[CH:16][CH2:17][C:18]3[CH:19]=[CH:20][CH:21]=[CH:22][CH:23]=3)[NH:11][C:10]2=[O:24])=[N:6][CH:7]=1)(=[O:32])[C:26]1[CH:31]=[CH:30][CH:29]=[CH:28][CH:27]=1, predict the reactants needed to synthesize it. (2) Given the product [C:19]([O:23][C:24]([N:26]1[CH2:31][CH2:30][CH:29]([O:15][C:14]2[C:9]3[N:8]([CH2:17][CH3:18])[C:7]([C:3]4[C:2]([NH2:1])=[N:6][O:5][N:4]=4)=[N:16][C:10]=3[CH:11]=[N:12][CH:13]=2)[CH2:28][CH2:27]1)=[O:25])([CH3:22])([CH3:20])[CH3:21], predict the reactants needed to synthesize it. The reactants are: [NH2:1][C:2]1[C:3]([C:7]2[N:8]([CH2:17][CH3:18])[C:9]3[C:14]([OH:15])=[CH:13][N:12]=[CH:11][C:10]=3[N:16]=2)=[N:4][O:5][N:6]=1.[C:19]([O:23][C:24]([N:26]1[CH2:31][CH2:30][CH:29](O)[CH2:28][CH2:27]1)=[O:25])([CH3:22])([CH3:21])[CH3:20].C(P(CCCC)CCCC)CCC.N(C(N1CCCCC1)=O)=NC(N1CCCCC1)=O. (3) The reactants are: F[C:2]1[CH:9]=[CH:8][C:5]([C:6]#[N:7])=[CH:4][C:3]=1[CH:10]=O.O.[NH2:13][NH2:14].C(=O)([O-])[O-].[K+].[K+]. Given the product [NH:13]1[C:2]2[C:3](=[CH:4][C:5]([C:6]#[N:7])=[CH:8][CH:9]=2)[CH:10]=[N:14]1, predict the reactants needed to synthesize it. (4) Given the product [Br:1][C:2]1[N:6]2[N:7]=[C:8]([NH:12][CH2:13][CH2:14][CH2:15][CH2:16][OH:17])[CH:9]=[CH:10][C:5]2=[N:4][CH:3]=1, predict the reactants needed to synthesize it. The reactants are: [Br:1][C:2]1[N:6]2[N:7]=[C:8](Cl)[CH:9]=[CH:10][C:5]2=[N:4][CH:3]=1.[NH2:12][CH2:13][CH2:14][CH2:15][CH2:16][OH:17].C(Cl)Cl.CO.[NH4+].[OH-]. (5) Given the product [F:40][C:41]([F:56])([S:52]([Cl:97])(=[O:54])=[O:53])[C:42]([F:51])([F:50])[C:43]([F:49])([F:48])[C:44]([F:47])([F:46])[F:45], predict the reactants needed to synthesize it. The reactants are: [Li].[N-](S(C(F)(F)F)(=O)=O)S(C(F)(F)F)(=O)=O.[Li+].[N-](S(C(C(F)(F)F)(F)F)(=O)=O)S(C(C(F)(F)F)(F)F)(=O)=O.[Li+].[F:40][C:41]([F:56])([S:52](F)(=[O:54])=[O:53])[C:42]([F:51])([F:50])[C:43]([F:49])([F:48])[C:44]([F:47])([F:46])[F:45].C[Si](C)(C)NS(C(F)(F)F)(=O)=O.[Li].[O-]S(S([O-])=O)=O.[Na+].[Na+].C([O-])(O)=O.[Na+].C(I)(C(C(C(F)(F)F)(F)F)(F)F)(F)F.[Cl:97]Cl. (6) Given the product [N+:8]([C:5]1[CH:6]=[CH:7][C:2]([O:11][N:12]=[C:13]([O:15][CH2:16][CH3:17])[CH3:14])=[CH:3][CH:4]=1)([O-:10])=[O:9], predict the reactants needed to synthesize it. The reactants are: Cl[C:2]1[CH:7]=[CH:6][C:5]([N+:8]([O-:10])=[O:9])=[CH:4][CH:3]=1.[OH:11][N:12]=[C:13]([O:15][CH2:16][CH3:17])[CH3:14].[OH-].[Na+].O. (7) Given the product [CH2:31]([O:33][C:34]([CH:36]1[CH2:41][CH2:40][N:39]([CH2:2][C:3](=[O:4])[N:5]2[C:13]3[C:8](=[CH:9][C:10]([O:14][CH2:15][C:16]4[S:17][C:18]([C:27]([F:30])([F:29])[F:28])=[C:19]([C:21]5[CH:26]=[CH:25][CH:24]=[CH:23][CH:22]=5)[CH:20]=4)=[CH:11][CH:12]=3)[CH2:7][CH2:6]2)[CH2:38][CH2:37]1)=[O:35])[CH3:32], predict the reactants needed to synthesize it. The reactants are: Cl[CH2:2][C:3]([N:5]1[C:13]2[C:8](=[CH:9][C:10]([O:14][CH2:15][C:16]3[S:17][C:18]([C:27]([F:30])([F:29])[F:28])=[C:19]([C:21]4[CH:26]=[CH:25][CH:24]=[CH:23][CH:22]=4)[CH:20]=3)=[CH:11][CH:12]=2)[CH2:7][CH2:6]1)=[O:4].[CH2:31]([O:33][C:34]([CH:36]1[CH2:41][CH2:40][NH:39][CH2:38][CH2:37]1)=[O:35])[CH3:32].